From a dataset of Forward reaction prediction with 1.9M reactions from USPTO patents (1976-2016). Predict the product of the given reaction. (1) Given the reactants [CH3:1][C:2](N(C)C)=[O:3].[CH2:7]([O:9][C:10]([C:12]1[NH:16][C:15]([CH2:17][CH2:18][CH3:19])=[N:14][C:13]=1[C:20]([OH:23])([CH3:22])[CH3:21])=[O:11])[CH3:8].[C:24](=[O:27])([O-])[O-:25].[K+].[K+].C([N:49]1[C:53]([C:54]2[CH:59]=[CH:58][CH:57]=[CH:56][C:55]=2[C:60]2[CH:67]=[CH:66][C:63]([CH2:64]Br)=[CH:62][CH:61]=2)=[N:52][N:51]=[N:50]1)(C1C=CC=CC=1)(C1C=CC=CC=1)C1C=CC=CC=1, predict the reaction product. The product is: [CH3:19][CH2:18][CH2:17][C:15]1[N:16]([CH2:64][C:63]2[CH:62]=[CH:61][C:60]([C:55]3[CH:56]=[CH:57][CH:58]=[CH:59][C:54]=3[C:53]3[NH:52][N:51]=[N:50][N:49]=3)=[CH:67][CH:66]=2)[C:12]([C:10]([O:9][CH2:7][C:8]2[O:25][C:24](=[O:27])[O:3][C:2]=2[CH3:1])=[O:11])=[C:13]([C:20]([OH:23])([CH3:21])[CH3:22])[N:14]=1. (2) Given the reactants F[C:2]1[CH:3]=[C:4]2[C:8](=[CH:9][CH:10]=1)[NH:7]N=[C:5]2NC1C=CN=C(NC2C=C(S(N(C)C)(=O)=O)C=CC=2)N=1.[O:31]1C2CCCC(=O)C=2C=[CH:32]1.Cl.NO, predict the reaction product. The product is: [O:31]1[C:3]2=[CH:2][CH:10]=[CH:9][C:8]([NH2:7])=[C:4]2[CH:5]=[CH:32]1. (3) The product is: [Br:1][C:2]1[CH:3]=[C:4]([S:8][C:10]([CH3:17])([CH3:16])[C:11]([O:13][CH2:14][CH3:15])=[O:12])[CH:5]=[CH:6][CH:7]=1. Given the reactants [Br:1][C:2]1[CH:3]=[C:4]([SH:8])[CH:5]=[CH:6][CH:7]=1.Br[C:10]([CH3:17])([CH3:16])[C:11]([O:13][CH2:14][CH3:15])=[O:12].C([O-])([O-])=O.[K+].[K+], predict the reaction product. (4) Given the reactants [CH2:1]([N:5]1[C:10]2=[N:11][C:12](=[O:17])[N:13]([CH3:16])[C:14](=[O:15])[C:9]2=[N:8][C:7]([C:18]2[CH:23]=[CH:22][CH:21]=[C:20]([O:24][C:25]3C=CC=CC=3)[CH:19]=2)=[N:6]1)[CH2:2][CH2:3][CH3:4].[CH3:31][O:32]C1C=C(C=CC=1OC)C=O, predict the reaction product. The product is: [CH2:1]([N:5]1[C:10]2=[N:11][C:12](=[O:17])[N:13]([CH3:16])[C:14](=[O:15])[C:9]2=[N:8][C:7]([C:18]2[CH:23]=[CH:22][C:21]([O:32][CH3:31])=[C:20]([O:24][CH3:25])[CH:19]=2)=[N:6]1)[CH2:2][CH2:3][CH3:4]. (5) Given the reactants [CH3:1][O:2][C:3]1[CH:8]=[C:7]([CH3:9])[C:6]([S:10]([N:13]([CH2:15][CH2:16][O:17][CH2:18][C:19]([O:21]C(C)(C)C)=[O:20])[CH3:14])(=[O:12])=[O:11])=[C:5]([CH3:26])[CH:4]=1.[OH-].[Na+], predict the reaction product. The product is: [CH3:1][O:2][C:3]1[CH:8]=[C:7]([CH3:9])[C:6]([S:10]([N:13]([CH2:15][CH2:16][O:17][CH2:18][C:19]([OH:21])=[O:20])[CH3:14])(=[O:12])=[O:11])=[C:5]([CH3:26])[CH:4]=1. (6) Given the reactants [O:1]1[CH2:6][CH2:5][CH2:4][CH2:3][CH:2]1[N:7]1[CH:11]=[C:10]([C:12]2[CH:13]=[C:14]3[C:18](=[CH:19][CH:20]=2)[N:17]([CH2:21][CH:22]2[CH2:27][CH:26]4[N:28](C(OCC5C=CC=CC=5)=O)[CH:23]2[CH2:24][CH2:25]4)[CH:16]=[CH:15]3)[CH:9]=[N:8]1.[H][H].C(OCC)(=O)C.CCCCCC, predict the reaction product. The product is: [CH:23]12[NH:28][CH:26]([CH2:25][CH2:24]1)[CH2:27][CH:22]2[CH2:21][N:17]1[C:18]2[C:14](=[CH:13][C:12]([C:10]3[CH:9]=[N:8][N:7]([CH:2]4[CH2:3][CH2:4][CH2:5][CH2:6][O:1]4)[CH:11]=3)=[CH:20][CH:19]=2)[CH:15]=[CH:16]1. (7) Given the reactants [CH3:1][O:2][C:3](=[O:16])[C:4]([CH3:15])([C:6]1[CH:11]=[CH:10][C:9]([N+:12]([O-])=O)=[CH:8][CH:7]=1)[CH3:5].C([O-])=O.[NH4+], predict the reaction product. The product is: [CH3:1][O:2][C:3](=[O:16])[C:4]([C:6]1[CH:7]=[CH:8][C:9]([NH2:12])=[CH:10][CH:11]=1)([CH3:15])[CH3:5].